This data is from Reaction yield outcomes from USPTO patents with 853,638 reactions. The task is: Predict the reaction yield, written as a fraction of the theoretical maximum amount of product (1.0 means a 100% yield; for example, 0.34 means a 34% yield). (1) The reactants are [CH3:1][O:2][C:3]1[CH:4]=[C:5]([CH:8]=[C:9]([O:13][CH3:14])[C:10]=1[O:11][CH3:12])[CH:6]=[O:7].[BH4-].[Na+].O. No catalyst specified. The product is [O:2]([C:3]1[CH:4]=[C:5]([CH:8]=[C:9]([O:13][CH3:14])[C:10]=1[O:11][CH3:12])[CH2:6][OH:7])[CH3:1]. The yield is 0.927. (2) The reactants are Cl.[NH2:2][C@H:3]([C:14]([O:16][CH3:17])=[O:15])[CH2:4][C:5]1[C:13]2[C:8](=[CH:9][CH:10]=[CH:11][CH:12]=2)[NH:7][CH:6]=1.C(N(CC)CC)C.[CH3:25][C:26]1[CH:36]=[CH:35][CH:34]=[CH:33][C:27]=1[CH:28]=[CH:29][C:30](O)=[O:31].CCN=C=NCCCN(C)C.Cl. The catalyst is C(Cl)Cl. The product is [CH3:25][C:26]1[CH:36]=[CH:35][CH:34]=[CH:33][C:27]=1[CH:28]=[CH:29][C:30]([NH:2][C@H:3]([C:14]([O:16][CH3:17])=[O:15])[CH2:4][C:5]1[C:13]2[C:8](=[CH:9][CH:10]=[CH:11][CH:12]=2)[NH:7][CH:6]=1)=[O:31]. The yield is 0.980. (3) The reactants are [Br:1][C:2]1[CH:7]=[C:6]([CH2:8]SCC)[CH:5]=[CH:4][C:3]=1[O:12][CH2:13][C:14]([F:17])([F:16])[F:15].[CH:18]1C=C(Cl)C=C(C(OO)=O)[CH:19]=1.[O-:29][S:30]([O-:32])=O.[Na+].[Na+]. The catalyst is C(Cl)Cl. The product is [Br:1][C:2]1[CH:7]=[C:6]([CH2:8][S:30]([CH2:18][CH3:19])(=[O:32])=[O:29])[CH:5]=[CH:4][C:3]=1[O:12][CH2:13][C:14]([F:15])([F:17])[F:16]. The yield is 0.910. (4) The reactants are [CH2:1]([O:8][C:9]1[C:14]([CH:15]=[O:16])=[C:13]([CH2:17][CH3:18])[CH:12]=[C:11]([CH3:19])[N:10]=1)[C:2]1[CH:7]=[CH:6][CH:5]=[CH:4][CH:3]=1.[BH4-].[Na+]. The product is [CH2:1]([O:8][C:9]1[C:14]([CH2:15][OH:16])=[C:13]([CH2:17][CH3:18])[CH:12]=[C:11]([CH3:19])[N:10]=1)[C:2]1[CH:3]=[CH:4][CH:5]=[CH:6][CH:7]=1. The yield is 0.850. The catalyst is CO. (5) The reactants are [NH2:1][C:2]1[CH:3]=[C:4]([C:8]2[C:16]3[C:11](=[CH:12][CH:13]=[C:14]([C:17]([NH2:19])=[O:18])[CH:15]=3)[N:10](C3CCCCO3)[N:9]=2)[CH:5]=[CH:6][CH:7]=1.[F:26][C:27]1[CH:32]=[CH:31][CH:30]=[CH:29][C:28]=1[CH2:33][C:34](O)=[O:35].CCN=C=NCCCN(C)C. No catalyst specified. The product is [F:26][C:27]1[CH:32]=[CH:31][CH:30]=[CH:29][C:28]=1[CH2:33][C:34]([NH:1][C:2]1[CH:3]=[C:4]([C:8]2[C:16]3[C:11](=[CH:12][CH:13]=[C:14]([C:17]([NH2:19])=[O:18])[CH:15]=3)[NH:10][N:9]=2)[CH:5]=[CH:6][CH:7]=1)=[O:35]. The yield is 0.120. (6) The reactants are [F:1][C:2]1[CH:7]=[CH:6][CH:5]=[C:4]([F:8])[C:3]=1[N:9]1[C:14]2[N:15]=[C:16](S(C)=O)[N:17]=[C:18]([C:19]3[CH:20]=[C:21]([CH:28]=[CH:29][C:30]=3[CH3:31])[C:22]([NH:24][CH2:25][CH2:26][CH3:27])=[O:23])[C:13]=2[CH2:12][NH:11][C:10]1=[O:35].[CH3:36][CH:37]([NH:39][CH2:40][CH2:41][NH2:42])[CH3:38]. The catalyst is C(Cl)Cl. The product is [F:1][C:2]1[CH:7]=[CH:6][CH:5]=[C:4]([F:8])[C:3]=1[N:9]1[C:14]2[N:15]=[C:16]([NH:42][CH2:41][CH2:40][NH:39][CH:37]([CH3:38])[CH3:36])[N:17]=[C:18]([C:19]3[CH:20]=[C:21]([CH:28]=[CH:29][C:30]=3[CH3:31])[C:22]([NH:24][CH2:25][CH2:26][CH3:27])=[O:23])[C:13]=2[CH2:12][NH:11][C:10]1=[O:35]. The yield is 0.460. (7) The reactants are C(OC([N:8]1[CH2:12][CH2:11][CH2:10][C@@H:9]1[CH2:13][O:14][C:15]1[CH:20]=[CH:19][C:18]([O:21][C:22]2[CH:27]=[CH:26][C:25]([F:28])=[CH:24][CH:23]=2)=[CH:17][CH:16]=1)=O)(C)(C)C.Cl. The catalyst is CO.C(OCC)C. The product is [F:28][C:25]1[CH:26]=[CH:27][C:22]([O:21][C:18]2[CH:19]=[CH:20][C:15]([O:14][CH2:13][C@H:9]3[CH2:10][CH2:11][CH2:12][NH:8]3)=[CH:16][CH:17]=2)=[CH:23][CH:24]=1. The yield is 0.990. (8) The reactants are [CH3:1][C:2]1([CH3:9])[CH2:7][CH2:6][C:5](=O)[CH2:4][CH2:3]1.[NH2:10][OH:11].O. The catalyst is C(O)C. The product is [CH3:1][C:2]1([CH3:9])[CH2:7][CH2:6][C:5](=[N:10][OH:11])[CH2:4][CH2:3]1. The yield is 0.350. (9) The reactants are [NH:1]1[CH2:6][CH2:5][O:4][CH2:3][CH2:2]1.Br[C:8]1[S:12][C:11]([NH:13][CH3:14])=[N:10][C:9]=1[C:15]1[CH:35]=[CH:34][C:18]([O:19][CH2:20][CH2:21][CH2:22][CH2:23][CH2:24][O:25][C:26]2[CH:33]=[CH:32][C:29]([C:30]#[N:31])=[CH:28][CH:27]=2)=[CH:17][CH:16]=1. The catalyst is C(OCC)(=O)C. The product is [CH3:14][NH:13][C:11]1[S:12][C:8]([N:1]2[CH2:6][CH2:5][O:4][CH2:3][CH2:2]2)=[C:9]([C:15]2[CH:16]=[CH:17][C:18]([O:19][CH2:20][CH2:21][CH2:22][CH2:23][CH2:24][O:25][C:26]3[CH:27]=[CH:28][C:29]([C:30]#[N:31])=[CH:32][CH:33]=3)=[CH:34][CH:35]=2)[N:10]=1. The yield is 0.270. (10) The reactants are [Cl:1][C:2]1[CH:7]=[C:6]([Cl:8])[CH:5]=[CH:4][C:3]=1[CH:9]([OH:28])[C:10]1[N:14]([CH2:15][CH2:16][CH2:17]O)[C:13]2[C:19]([N:23]([CH2:26][CH3:27])[CH2:24][CH3:25])=[CH:20][CH:21]=[CH:22][C:12]=2[N:11]=1.CS(Cl)(=O)=O.C(=O)([O-])[O-].[K+].[K+]. The catalyst is N1C=CC=CC=1.C(OCC)(=O)C. The product is [Cl:1][C:2]1[CH:7]=[C:6]([Cl:8])[CH:5]=[CH:4][C:3]=1[CH:9]1[C:10]2=[N:11][C:12]3[C:13](=[C:19]([N:23]([CH2:26][CH3:27])[CH2:24][CH3:25])[CH:20]=[CH:21][CH:22]=3)[N:14]2[CH2:15][CH2:16][CH2:17][O:28]1. The yield is 0.260.